From a dataset of Forward reaction prediction with 1.9M reactions from USPTO patents (1976-2016). Predict the product of the given reaction. (1) Given the reactants [CH:1]1[CH:6]=[C:5]2[C:7]([NH:9][C:10]([NH:12][C:4]2=[CH:3][CH:2]=1)=O)=[O:8].CN(C)C1C=CC=CC=1, predict the reaction product. The product is: [CH:1]1[CH:2]=[CH:3][C:4]2[N:12]=[CH:10][NH:9][C:7](=[O:8])[C:5]=2[CH:6]=1. (2) Given the reactants [Br:1][C:2]1[CH:10]=[CH:9][CH:8]=[C:7]2[C:3]=1[C:4]([CH:15]=[O:16])=[C:5]([C:11]([O:13][CH3:14])=[O:12])[NH:6]2.Br[CH2:18][CH2:19][CH2:20][O:21][C:22]1[C:31]2[C:26](=[CH:27][CH:28]=[CH:29][CH:30]=2)[CH:25]=[CH:24][CH:23]=1.C([O-])([O-])=O.[Cs+].[Cs+], predict the reaction product. The product is: [Br:1][C:2]1[CH:10]=[CH:9][CH:8]=[C:7]2[C:3]=1[C:4]([CH:15]=[O:16])=[C:5]([C:11]([O:13][CH3:14])=[O:12])[N:6]2[CH2:18][CH2:19][CH2:20][O:21][C:22]1[C:31]2[C:26](=[CH:27][CH:28]=[CH:29][CH:30]=2)[CH:25]=[CH:24][CH:23]=1.